From a dataset of Catalyst prediction with 721,799 reactions and 888 catalyst types from USPTO. Predict which catalyst facilitates the given reaction. (1) Reactant: [Cl:1][C:2]1[C:3]([CH2:18][CH3:19])=[C:4]([Cl:17])[C:5]2[O:10][CH2:9][C:8](=[O:11])[N:7]([CH2:12][CH2:13][CH2:14]Cl)[C:6]=2[CH:16]=1.C([O-])([O-])=O.[K+].[K+].[Na+].[I-].[CH2:28]([CH:32]1[CH2:37][CH2:36][NH:35][CH2:34][CH2:33]1)[CH2:29][CH2:30][CH3:31]. Product: [CH2:28]([CH:32]1[CH2:37][CH2:36][N:35]([CH2:14][CH2:13][CH2:12][N:7]2[C:6]3[CH:16]=[C:2]([Cl:1])[C:3]([CH2:18][CH3:19])=[C:4]([Cl:17])[C:5]=3[O:10][CH2:9][C:8]2=[O:11])[CH2:34][CH2:33]1)[CH2:29][CH2:30][CH3:31]. The catalyst class is: 61. (2) Reactant: [Br:1][C:2]1[CH:3]=[CH:4][C:5]([OH:11])=[C:6]([C:8](=[O:10])[CH3:9])[CH:7]=1.[CH:12](=O)[CH2:13][CH2:14][CH2:15][CH2:16][CH2:17][CH3:18].N1CCCC1. Product: [Br:1][C:2]1[CH:7]=[C:6]2[C:5](=[CH:4][CH:3]=1)[O:11][CH:12]([CH2:13][CH2:14][CH2:15][CH2:16][CH2:17][CH3:18])[CH2:9][C:8]2=[O:10]. The catalyst class is: 5. (3) Reactant: [Cl:1][C:2]1[C:7]([C:8]([F:11])([F:10])[F:9])=[CH:6][CH:5]=[CH:4][C:3]=1[C:12]([N:14]1[CH:19]=[CH:18][C:17]2[N:20]([C:23]3[CH:28]=[C:27]([CH3:29])[CH:26]=[CH:25][N:24]=3)[N:21]=[N:22][C:16]=2[CH:15]1[CH3:30])=[O:13].ClC1C(C(F)(F)F)=CC=CC=1C(N1C=CC2N(C3C(C)=CC(C)=CN=3)N=NC=2C1C)=O.C1COCC1. Product: [Cl:1][C:2]1[C:7]([C:8]([F:10])([F:9])[F:11])=[CH:6][CH:5]=[CH:4][C:3]=1[C:12]([N:14]1[CH2:19][CH2:18][C:17]2[N:20]([C:23]3[CH:28]=[C:27]([CH3:29])[CH:26]=[CH:25][N:24]=3)[N:21]=[N:22][C:16]=2[CH:15]1[CH3:30])=[O:13]. The catalyst class is: 25. (4) Reactant: Br[C:2]1[CH:3]=[C:4]([O:9][CH3:10])[CH:5]=[C:6]([F:8])[CH:7]=1.[CH3:11]B1OB(C)OB(C)O1.C(=O)([O-])[O-].[Cs+].[Cs+]. Product: [F:8][C:6]1[CH:7]=[C:2]([CH3:11])[CH:3]=[C:4]([O:9][CH3:10])[CH:5]=1. The catalyst class is: 117. (5) Reactant: Cl.[CH3:2][NH:3][C:4]1[CH:23]=[CH:22][C:7]2[N:8]([CH2:15][CH:16]3[CH2:21][CH2:20][O:19][CH2:18][CH2:17]3)[C:9]([C:11]([F:14])([F:13])[F:12])=[N:10][C:6]=2[CH:5]=1.[N+:24]([C:27]1[CH:32]=[CH:31][C:30]([S:33](Cl)(=[O:35])=[O:34])=[CH:29][CH:28]=1)([O-:26])=[O:25]. Product: [CH3:2][N:3]([C:4]1[CH:23]=[CH:22][C:7]2[N:8]([CH2:15][CH:16]3[CH2:21][CH2:20][O:19][CH2:18][CH2:17]3)[C:9]([C:11]([F:12])([F:13])[F:14])=[N:10][C:6]=2[CH:5]=1)[S:33]([C:30]1[CH:29]=[CH:28][C:27]([N+:24]([O-:26])=[O:25])=[CH:32][CH:31]=1)(=[O:34])=[O:35]. The catalyst class is: 649. (6) Product: [Cl:1][CH2:2][C:3]1[O:5][N:6]=[C:7]([C:8]2[CH:13]=[CH:12][C:11]([CH3:14])=[CH:10][CH:9]=2)[N:15]=1. The catalyst class is: 11. Reactant: [Cl:1][CH2:2][C:3]([O:5]/[N:6]=[C:7](\[NH2:15])/[C:8]1[CH:13]=[CH:12][C:11]([CH3:14])=[CH:10][CH:9]=1)=O. (7) Reactant: [Cl:1][C:2]1[CH:32]=[CH:31][C:5]([CH2:6][N:7]2[C:11]3[CH:12]=[C:13]([N:17]4[CH2:22][CH2:21][NH:20][CH2:19][CH2:18]4)[C:14]([F:16])=[CH:15][C:10]=3[N:9]=[C:8]2[CH2:23][O:24][C:25]2[CH:30]=[CH:29][CH:28]=[CH:27][CH:26]=2)=[CH:4][CH:3]=1.[C:33]1([CH2:39][C:40](Cl)=[O:41])[CH:38]=[CH:37][CH:36]=[CH:35][CH:34]=1. Product: [Cl:1][C:2]1[CH:32]=[CH:31][C:5]([CH2:6][N:7]2[C:11]3[CH:12]=[C:13]([N:17]4[CH2:22][CH2:21][N:20]([C:40](=[O:41])[CH2:39][C:33]5[CH:38]=[CH:37][CH:36]=[CH:35][CH:34]=5)[CH2:19][CH2:18]4)[C:14]([F:16])=[CH:15][C:10]=3[N:9]=[C:8]2[CH2:23][O:24][C:25]2[CH:30]=[CH:29][CH:28]=[CH:27][CH:26]=2)=[CH:4][CH:3]=1. The catalyst class is: 4. (8) Reactant: CCN(C(C)C)C(C)C.[C:18](O[C:18]([O:20][C:21]([CH3:24])([CH3:23])[CH3:22])=[O:19])([O:20][C:21]([CH3:24])([CH3:23])[CH3:22])=[O:19].[CH:25]12[CH2:30][CH:29]1[CH2:28][NH:27][CH:26]2[C:31]([OH:33])=[O:32]. Product: [C:21]([O:20][C:18]([N:27]1[CH2:28][CH:29]2[CH:25]([CH2:30]2)[CH:26]1[C:31]([OH:33])=[O:32])=[O:19])([CH3:22])([CH3:23])[CH3:24]. The catalyst class is: 2.